Task: Predict the reactants needed to synthesize the given product.. Dataset: Full USPTO retrosynthesis dataset with 1.9M reactions from patents (1976-2016) (1) Given the product [CH2:1]([C:5]1[CH:6]=[CH:7][C:8]([C:11]#[C:12][C:13]2[CH:38]=[CH:37][C:16]([CH2:17][N:18]([C:30](=[O:36])[CH2:31][CH2:32][CH2:33][CH2:34][CH3:35])[C:19]3[CH:20]=[CH:21][C:22]([C:23]([OH:25])=[O:24])=[CH:28][CH:29]=3)=[CH:15][CH:14]=2)=[CH:9][CH:10]=1)[CH2:2][CH2:3][CH3:4], predict the reactants needed to synthesize it. The reactants are: [CH2:1]([C:5]1[CH:10]=[CH:9][C:8]([C:11]#[C:12][C:13]2[CH:38]=[CH:37][C:16]([CH2:17][N:18]([C:30](=[O:36])[CH2:31][CH2:32][CH2:33][CH2:34][CH3:35])[C:19]3[CH:29]=[CH:28][C:22]([C:23]([O:25]CC)=[O:24])=[CH:21][CH:20]=3)=[CH:15][CH:14]=2)=[CH:7][CH:6]=1)[CH2:2][CH2:3][CH3:4].[OH-].[Na+]. (2) Given the product [CH3:3][C:4]1[S:111][CH:7]=[C:6](/[CH:9]=[C:10](/[C@H:12]2[O:29][C:27](=[O:28])[CH2:26][C@H:25]([OH:30])[C@@H:24]([CH3:31])[C:22](=[O:23])[C@H:21]([CH3:33])[C@@H:20]([OH:34])[C@@H:19]([CH3:35])[CH2:18][CH2:17][CH2:16][CH:15]=[CH:14][CH2:13]2)\[CH3:11])[N:5]=1, predict the reactants needed to synthesize it. The reactants are: [K+].[Br-].[CH3:3][C:4]1O[CH:7]=[C:6](/[CH:9]=[C:10](/[C@H:12]2[O:29][C:27](=[O:28])[CH2:26][C@H:25]([OH:30])[C:24](C)([CH3:31])[C:22](=[O:23])[C@H:21]([CH3:33])[C@@H:20]([OH:34])[C@@H:19]([CH3:35])[CH2:18][CH2:17][CH2:16][C:15](C)=[CH:14][CH2:13]2)\[CH3:11])[N:5]=1.CC1OC=C(/C=C(/[C@H]2OC(=O)C[C@H](O)C(C)(C)C(=O)[C@H](C)[C@@H](O)[C@@H](C)CCC[C@@]3(C)O[C@H]3C2)\C)N=1.CC1OC=C(/C=C(/[C@H]2OC(=O)C[C@H](O)C(C)(C)C(=O)[C@H](C)[C@@H](O)[C@@H](C)CCC[C@H]3O[C@H]3C2)\C)N=1.CC1[S:111]C=C(/C=C(/[C@H]2OC(=O)C[C@H](O)C(C)(C)C(=O)C[C@@H](O)[C@@H](C)CCCC=CC2)\C)N=1.CC1SC=C(/C=C(/[C@H]2OC(=O)C[C@H](O)C(C)(C)C(=O)[C@H](C)[C@@H](O)[C@@H](C)CCCC=CC2)\CO)N=1.CC1SC=C(/C=C(/[C@H]2OC(=O)C[C@H](O)[C@@H](C)C(=O)[C@H](C)[C@@H](O)[C@@H](C)CCCC(C)=CC2)\C)N=1. (3) Given the product [C:1]([O:5][C:6]([N:8]1[CH2:9][CH:26]([C:32]#[N:34])[CH2:12][CH:13]1[C:14]1[NH:15][C:16]([C:19]2[CH:24]=[CH:23][C:22]([Br:25])=[CH:21][CH:20]=2)=[CH:17][N:18]=1)=[O:7])([CH3:2])([CH3:3])[CH3:4], predict the reactants needed to synthesize it. The reactants are: [C:1]([O:5][C:6]([N:8]1[CH:13]([C:14]2[NH:15][C:16]([C:19]3[CH:24]=[CH:23][C:22]([Br:25])=[CH:21][CH:20]=3)=[CH:17][N:18]=2)[CH:12]2[CH2:26][CH:9]1CC2)=[O:7])([CH3:4])([CH3:3])[CH3:2].C(O[C:32]([N:34]1CC(C#N)CC1C(=O)NCC(C1C=CC(Br)=CC=1)=O)=O)(C)(C)C.C(OC(N1C(C(=O)NCC(C2C=CC(Br)=CC=2)=O)C2CC1CC2)=O)(C)(C)C. (4) Given the product [CH:14]1([CH2:13][NH:12][C:11]2[CH:10]=[C:9]([NH:20][C:21]3[CH:26]=[CH:25][C:24]([N:27]4[CH2:32][CH2:31][O:30][CH2:29][CH2:28]4)=[CH:23][CH:22]=3)[N:8]=[CH:7][C:6]=2[C:4]([OH:5])=[O:3])[CH2:15][CH2:16][CH2:17][CH2:18][CH2:19]1, predict the reactants needed to synthesize it. The reactants are: C([O:3][C:4]([C:6]1[CH:7]=[N:8][C:9]([NH:20][C:21]2[CH:26]=[CH:25][C:24]([N:27]3[CH2:32][CH2:31][O:30][CH2:29][CH2:28]3)=[CH:23][CH:22]=2)=[CH:10][C:11]=1[NH:12][CH2:13][CH:14]1[CH2:19][CH2:18][CH2:17][CH2:16][CH2:15]1)=[O:5])C.Cl. (5) Given the product [Cl:3][C:4]1[CH:5]=[C:6]([C:13]2[C:14]([C:27]#[N:28])=[CH:15][NH:16][CH:30]=2)[CH:7]=[C:8]([N+:10]([O-:12])=[O:11])[CH:9]=1, predict the reactants needed to synthesize it. The reactants are: [H-].[Na+].[Cl:3][C:4]1[CH:5]=[C:6]([CH:13]=[CH:14][C:15]#[N:16])[CH:7]=[C:8]([N+:10]([O-:12])=[O:11])[CH:9]=1.CC1C=CC(S([CH2:27][N+:28]#[C-])(=O)=O)=CC=1.[CH2:30]1COCC1. (6) Given the product [CH3:1][CH:2]1[CH2:6][CH2:5][CH2:4][N:3]1[C:7]1[N:12]=[C:11]([NH:13][C:14]2[C:15]3[N:16]([CH:29]=[CH:30][N:31]=3)[N:17]=[C:18]([C:20]3[CH:21]=[CH:22][C:23]([C:24]([NH2:41])=[O:26])=[CH:27][CH:28]=3)[CH:19]=2)[CH:10]=[CH:9][CH:8]=1, predict the reactants needed to synthesize it. The reactants are: [CH3:1][CH:2]1[CH2:6][CH2:5][CH2:4][N:3]1[C:7]1[N:12]=[C:11]([NH:13][C:14]2[C:15]3[N:16]([CH:29]=[CH:30][N:31]=3)[N:17]=[C:18]([C:20]3[CH:28]=[CH:27][C:23]([C:24]([OH:26])=O)=[CH:22][CH:21]=3)[CH:19]=2)[CH:10]=[CH:9][CH:8]=1.N.O1CCOCC1.CC[N:41]=C=NCCCN(C)C.C1C=CC2N(O)N=NC=2C=1.CCN(CC)CC.